Dataset: Forward reaction prediction with 1.9M reactions from USPTO patents (1976-2016). Task: Predict the product of the given reaction. (1) Given the reactants Cl[C:2]1[CH:7]=[CH:6][N:5]=[C:4]([NH2:8])[C:3]=1[I:9].[F:10][C:11]1[CH:16]=[CH:15][C:14]([F:17])=[CH:13][C:12]=1[OH:18].C1CCN2C(=NCCC2)CC1.[OH-].[Na+], predict the reaction product. The product is: [F:10][C:11]1[CH:16]=[CH:15][C:14]([F:17])=[CH:13][C:12]=1[O:18][C:2]1[CH:7]=[CH:6][N:5]=[C:4]([NH2:8])[C:3]=1[I:9]. (2) Given the reactants O=C1O[C:5]([CH2:11][CH2:12][C:13]([O:15]C(C)(C)C)=O)([C:7]([F:10])([F:9])[F:8])[N:4]=C1C(C)C.Cl.[NH2:24]N.C(=O)([O-])[O-].[K+].[K+], predict the reaction product. The product is: [F:8][C:7]([F:10])([F:9])[C:5]1[CH2:11][CH2:12][C:13](=[O:15])[NH:24][N:4]=1. (3) The product is: [CH3:39][C:10]([O:12][C:13]1[CH:18]=[CH:17][CH:16]=[C:15]([CH:19]2[CH2:24][CH2:23][CH2:22][N:21]([C:25](=[O:38])[NH:26][CH2:27][C:28]3[CH:29]=[CH:30][C:31]([C:34]([F:36])([F:37])[F:35])=[CH:32][CH:33]=3)[CH2:20]2)[CH:14]=1)([CH3:11])[C:9]([OH:40])=[O:8]. Given the reactants C([O:8][C:9](=[O:40])[C:10]([CH3:39])([O:12][C:13]1[CH:18]=[CH:17][CH:16]=[C:15]([CH:19]2[CH2:24][CH2:23][CH2:22][N:21]([C:25](=[O:38])[NH:26][CH2:27][C:28]3[CH:33]=[CH:32][C:31]([C:34]([F:37])([F:36])[F:35])=[CH:30][CH:29]=3)[CH2:20]2)[CH:14]=1)[CH3:11])C1C=CC=CC=1, predict the reaction product. (4) Given the reactants [C:1]([O:5][C:6](=[O:24])[N:7](C)[CH:8]1CCN(C2C=CC([N+]([O-])=O)=CN=2)CC1)([CH3:4])([CH3:3])[CH3:2].[H][H], predict the reaction product. The product is: [C:1]([O:5][C:6](=[O:24])[NH:7][CH3:8])([CH3:4])([CH3:3])[CH3:2]. (5) Given the reactants CCCC[CH2:36][O:35][C:33]([C:25]1[C:26](Cl)=[CH:27][C:28](Cl)=[C:29](Cl)[C:24]=1OC(C(O[C:24]1[C:29](Cl)=[C:28](Cl)[CH:27]=[C:26](Cl)[C:25]=1[C:33]([O:35][CH2:36]CCCC)=[O:34])=O)=O)=[O:34].C1C=CC(C#CC2C3C(=CC=CC=3)C(C#CC3C=CC=CC=3)=C3C=2C=CC=C3)=CC=1, predict the reaction product. The product is: [C:33]([O:35][CH3:36])(=[O:34])[C:26]1[C:25](=[CH:24][CH:29]=[CH:28][CH:27]=1)[C:33]([O:35][CH3:36])=[O:34]. (6) Given the reactants [C:1]12([CH3:11])[C:8]([CH3:10])([CH3:9])[CH:5]([CH2:6][CH2:7]1)[CH2:4][C:2]2=[O:3].Br[C:13]([CH2:15][CH3:16])=[CH2:14].C[C@@]12C(C)(C)[C@@H](C[C@@]31[C@@H](C)COC(C)(C)O3)CC2, predict the reaction product. The product is: [CH2:14]=[C:13]([C:2]1([OH:3])[CH2:4][CH:5]2[C:8]([CH3:10])([CH3:9])[C:1]1([CH3:11])[CH2:7][CH2:6]2)[CH2:15][CH3:16]. (7) Given the reactants [CH3:1][S:2](Cl)(=[O:4])=[O:3].[CH2:6]([C:9]1[CH:14]=[C:13]([C:15]2[S:16][CH:17]=[C:18]([C:20]3[CH:25]=[CH:24][C:23]([NH2:26])=[CH:22][CH:21]=3)[N:19]=2)[CH:12]=[CH:11][N:10]=1)[CH2:7][CH3:8].N1C=CC=CC=1.C(O)(=O)CC(CC(O)=O)(C(O)=O)O, predict the reaction product. The product is: [CH2:6]([C:9]1[CH:14]=[C:13]([C:15]2[S:16][CH:17]=[C:18]([C:20]3[CH:21]=[CH:22][C:23]([NH:26][S:2]([CH3:1])(=[O:4])=[O:3])=[CH:24][CH:25]=3)[N:19]=2)[CH:12]=[CH:11][N:10]=1)[CH2:7][CH3:8]. (8) Given the reactants [C:1]([O:5][C:6](=[O:37])[NH:7][C:8]1[CH:13]=[CH:12][C:11]([S:14](=[O:36])(=[O:35])[N:15]([C@H:20]([CH2:33][OH:34])[CH2:21][CH2:22][CH2:23][CH2:24][NH:25][C:26]([O:28][C:29]([CH3:32])([CH3:31])[CH3:30])=[O:27])[CH2:16][CH:17]([CH3:19])[CH3:18])=[CH:10][CH:9]=1)([CH3:4])([CH3:3])[CH3:2].C1COCC1.[CH2:43]([O:45][P:46](Cl)([O:48][CH2:49][CH3:50])=[O:47])[CH3:44].[H-].[Na+], predict the reaction product. The product is: [C:1]([O:5][C:6](=[O:37])[NH:7][C:8]1[CH:9]=[CH:10][C:11]([S:14](=[O:36])(=[O:35])[N:15]([C@H:20]([CH2:33][O:34][P:46]([O:48][CH2:49][CH3:50])([O:45][CH2:43][CH3:44])=[O:47])[CH2:21][CH2:22][CH2:23][CH2:24][NH:25][C:26]([O:28][C:29]([CH3:32])([CH3:31])[CH3:30])=[O:27])[CH2:16][CH:17]([CH3:18])[CH3:19])=[CH:12][CH:13]=1)([CH3:3])([CH3:4])[CH3:2]. (9) Given the reactants CS(O[CH2:6][CH2:7][C:8]1[O:9][C:10]2[CH:16]=[CH:15][C:14]([C:17]3[CH:22]=[CH:21][C:20]([C:23]#[N:24])=[CH:19][CH:18]=3)=[CH:13][C:11]=2[CH:12]=1)(=O)=O.[CH3:25][N:26]([CH3:32])[C@@H:27]1[CH2:31][CH2:30][NH:29][CH2:28]1, predict the reaction product. The product is: [CH3:25][N:26]([CH3:32])[C@@H:27]1[CH2:31][CH2:30][N:29]([CH2:6][CH2:7][C:8]2[O:9][C:10]3[CH:16]=[CH:15][C:14]([C:17]4[CH:22]=[CH:21][C:20]([C:23]#[N:24])=[CH:19][CH:18]=4)=[CH:13][C:11]=3[CH:12]=2)[CH2:28]1. (10) Given the reactants C([Sn](CCCC)(CCCC)[C:6]([O:8][CH2:9][CH3:10])=[CH2:7])CCC.Br[C:20]1[S:24][C:23]([C:25]2[S:26][C:27](Br)=[CH:28][N:29]=2)=[N:22][CH:21]=1.[F-].[K+], predict the reaction product. The product is: [CH2:9]([O:8][C:6]([C:20]1[S:24][C:23]([C:25]2[S:26][C:27]([C:6]([O:8][CH2:9][CH3:10])=[CH2:7])=[CH:28][N:29]=2)=[N:22][CH:21]=1)=[CH2:7])[CH3:10].